From a dataset of Full USPTO retrosynthesis dataset with 1.9M reactions from patents (1976-2016). Predict the reactants needed to synthesize the given product. (1) Given the product [CH2:25]([O:24][C:22](=[O:23])[CH2:21][C:20]([NH:2][C:3]([CH3:11])([CH3:10])[CH2:4][C:5]([O:7][CH2:8][CH3:9])=[O:6])=[O:27])[CH3:26], predict the reactants needed to synthesize it. The reactants are: Cl.[NH2:2][C:3]([CH3:11])([CH3:10])[CH2:4][C:5]([O:7][CH2:8][CH3:9])=[O:6].C(N(CC)CC)C.Cl[C:20](=[O:27])[CH2:21][C:22]([O:24][CH2:25][CH3:26])=[O:23]. (2) Given the product [NH2:17][C:3]1[CH:4]=[CH:5][C:6]([CH:8]([CH2:13][NH2:14])[CH2:9][NH2:10])=[CH:7][C:2]=1[CH3:1], predict the reactants needed to synthesize it. The reactants are: [CH3:1][C:2]1[CH:7]=[C:6]([CH:8]([CH2:13][N+:14]([O-])=O)[CH2:9][N+:10]([O-])=O)[CH:5]=[CH:4][C:3]=1[N+:17]([O-])=O. (3) Given the product [Cl:20][C:19]1[C:14]([C:7]2[CH:8]=[CH:9][C:4]([C:1]([OH:3])=[O:2])=[CH:5][CH:6]=2)=[N:15][CH:16]=[CH:17][CH:18]=1, predict the reactants needed to synthesize it. The reactants are: [C:1]([C:4]1[CH:9]=[CH:8][C:7](B(O)O)=[CH:6][CH:5]=1)([OH:3])=[O:2].Cl[C:14]1[C:19]([Cl:20])=[CH:18][CH:17]=[CH:16][N:15]=1. (4) Given the product [CH2:1]([O:3][C:4](=[O:27])[CH2:5][O:6][C:7]1[CH:16]=[CH:15][C:14]2[C:9](=[CH:10][CH:11]=[C:12]([C:17]3[S:21][C:20]4[CH:22]=[CH:23][CH:24]=[CH:25][C:19]=4[C:18]=3[C:33](=[O:34])[CH2:32][C:28]([CH3:31])([CH3:30])[CH3:29])[CH:13]=2)[C:8]=1[Br:26])[CH3:2], predict the reactants needed to synthesize it. The reactants are: [CH2:1]([O:3][C:4](=[O:27])[CH2:5][O:6][C:7]1[CH:16]=[CH:15][C:14]2[C:9](=[CH:10][CH:11]=[C:12]([C:17]3[S:21][C:20]4[CH:22]=[CH:23][CH:24]=[CH:25][C:19]=4[CH:18]=3)[CH:13]=2)[C:8]=1[Br:26])[CH3:2].[C:28]([CH2:32][C:33](Cl)=[O:34])([CH3:31])([CH3:30])[CH3:29].[Sn](Cl)(Cl)(Cl)Cl. (5) Given the product [CH3:10][O:11][C:12]1[CH:18]=[CH:17][C:15]([NH:16][C:2]2[CH:9]=[CH:8][C:5]([C:6]#[N:7])=[CH:4][CH:3]=2)=[CH:14][CH:13]=1, predict the reactants needed to synthesize it. The reactants are: F[C:2]1[CH:9]=[CH:8][C:5]([C:6]#[N:7])=[CH:4][CH:3]=1.[CH3:10][O:11][C:12]1[CH:18]=[CH:17][C:15]([NH2:16])=[CH:14][CH:13]=1.CC(C)([O-])C.[K+].